This data is from Full USPTO retrosynthesis dataset with 1.9M reactions from patents (1976-2016). The task is: Predict the reactants needed to synthesize the given product. (1) Given the product [Br:8][C:5]1[CH:6]=[CH:7][C:2]([C:16]2[N:21]=[C:20]([C:22]3[CH:27]=[CH:26][CH:25]=[CH:24][CH:23]=3)[N:19]=[C:18]([C:28]3[CH:29]=[CH:30][CH:31]=[CH:32][CH:33]=3)[N:17]=2)=[CH:3][CH:4]=1, predict the reactants needed to synthesize it. The reactants are: Br[C:2]1[CH:7]=[CH:6][C:5]([Br:8])=[CH:4][CH:3]=1.CCCCCC.Cl[C:16]1[N:21]=[C:20]([C:22]2[CH:27]=[CH:26][CH:25]=[CH:24][CH:23]=2)[N:19]=[C:18]([C:28]2[CH:33]=[CH:32][CH:31]=[CH:30][CH:29]=2)[N:17]=1. (2) Given the product [CH3:25][C:11]1([CH3:26])[CH2:10][C:9]2[N:8]=[C:7]([CH2:6][C:5]3[CH:4]=[CH:3][C:2]([NH:1][C:29](=[O:32])[CH2:30][CH3:31])=[CH:28][CH:27]=3)[C:16]3[NH:17][C:18]4[CH:19]=[CH:20][CH:21]=[CH:22][C:23]=4[C:15]=3[C:14]=2[C:13](=[O:24])[CH2:12]1, predict the reactants needed to synthesize it. The reactants are: [NH2:1][C:2]1[CH:28]=[CH:27][C:5]([CH2:6][C:7]2[C:16]3[NH:17][C:18]4[CH:19]=[CH:20][CH:21]=[CH:22][C:23]=4[C:15]=3[C:14]3[C:13](=[O:24])[CH2:12][C:11]([CH3:26])([CH3:25])[CH2:10][C:9]=3[N:8]=2)=[CH:4][CH:3]=1.[C:29](Cl)(=[O:32])[CH2:30][CH3:31]. (3) Given the product [CH3:34][O:33][C:32]1[C:2]([C:35]2[CH:40]=[CH:39][CH:38]=[CH:37][CH:36]=2)=[CH:3][C:4]([O:5][C:6]2[C:11]([CH3:12])=[CH:10][C:9]([N:13]3[C:18](=[O:19])[N:17]([CH2:20][O:21][CH2:22][CH2:23][Si:24]([CH3:27])([CH3:26])[CH3:25])[C:16](=[O:28])[CH:15]=[N:14]3)=[CH:8][C:7]=2[CH3:29])=[CH:30][CH:31]=1, predict the reactants needed to synthesize it. The reactants are: Br[C:2]1[CH:3]=[C:4]([CH:30]=[CH:31][C:32]=1[O:33][CH3:34])[O:5][C:6]1[C:11]([CH3:12])=[CH:10][C:9]([N:13]2[C:18](=[O:19])[N:17]([CH2:20][O:21][CH2:22][CH2:23][Si:24]([CH3:27])([CH3:26])[CH3:25])[C:16](=[O:28])[CH:15]=[N:14]2)=[CH:8][C:7]=1[CH3:29].[C:35]1(B(O)O)[CH:40]=[CH:39][CH:38]=[CH:37][CH:36]=1.C(=O)([O-])[O-].[Na+].[Na+]. (4) Given the product [C:3]([N:6]1[CH2:11][CH:10]([CH2:12][CH:13]2[CH2:14][CH2:15][CH2:16][CH2:17][CH2:18]2)[CH2:9][CH:8]([C:19]([OH:21])=[O:20])[CH2:7]1)(=[O:5])[CH3:4], predict the reactants needed to synthesize it. The reactants are: [Li+].[OH-].[C:3]([N:6]1[CH2:11][CH:10]([CH2:12][CH:13]2[CH2:18][CH2:17][CH2:16][CH2:15][CH2:14]2)[CH2:9][CH:8]([C:19]([O:21]CC)=[O:20])[CH2:7]1)(=[O:5])[CH3:4].C(Cl)Cl.O. (5) The reactants are: [C:1]([NH2:4])(=[O:3])[CH3:2].[CH2:5]([O:7][C:8](=[O:14])[CH2:9][C:10]([CH2:12]Cl)=O)[CH3:6].C(=O)([O-])O.[Na+].Cl. Given the product [CH3:2][C:1]1[O:3][C:9]([C:8]([O:7][CH2:5][CH3:6])=[O:14])=[C:10]([CH3:12])[N:4]=1, predict the reactants needed to synthesize it.